From a dataset of Forward reaction prediction with 1.9M reactions from USPTO patents (1976-2016). Predict the product of the given reaction. Given the reactants [Cl:1][C:2]1[CH:3]=[C:4]2[C:8](=[CH:9][CH:10]=1)[CH2:7][CH:6]([CH2:11][NH:12][C@@H:13]1[CH2:18][CH2:17][C@H:16]([N:19]3[C:23]4[CH:24]=[CH:25][C:26]([CH3:28])=[CH:27][C:22]=4[N:21]=[C:20]3[C:29]([OH:32])([CH3:31])[CH3:30])[CH2:15][CH2:14]1)[CH2:5]2, predict the reaction product. The product is: [Cl:1][C:2]1[CH:3]=[C:4]2[C:8](=[CH:9][CH:10]=1)[CH2:7][CH:6]([CH2:11][NH:12][C@H:13]1[CH2:18][CH2:17][C@H:16]([N:19]3[C:23]4[CH:24]=[CH:25][C:26]([CH3:28])=[CH:27][C:22]=4[N:21]=[C:20]3[C:29]([OH:32])([CH3:30])[CH3:31])[CH2:15][CH2:14]1)[CH2:5]2.